Dataset: Full USPTO retrosynthesis dataset with 1.9M reactions from patents (1976-2016). Task: Predict the reactants needed to synthesize the given product. (1) Given the product [ClH:32].[CH3:28][O:27][C:18]1[CH:17]=[C:16]2[C:21](=[C:20]3[CH2:22][C:23]([CH3:26])([CH3:25])[O:24][C:19]=13)[C:12]([C:8]1[CH:7]=[C:6]([CH:11]=[CH:10][CH:9]=1)[C:5]([OH:31])=[O:4])=[N:13][C:14]([CH3:30])([CH3:29])[CH2:15]2, predict the reactants needed to synthesize it. The reactants are: [OH-].[Na+].C[O:4][C:5](=[O:31])[C:6]1[CH:11]=[CH:10][CH:9]=[C:8]([C:12]2[C:21]3[C:16](=[CH:17][C:18]([O:27][CH3:28])=[C:19]4[O:24][C:23]([CH3:26])([CH3:25])[CH2:22][C:20]4=3)[CH2:15][C:14]([CH3:30])([CH3:29])[N:13]=2)[CH:7]=1.[ClH:32]. (2) Given the product [CH3:13][C:10]1[CH:11]=[CH:12][C:7]([N:5]2[CH:6]=[C:2]([CH3:1])[CH:3]=[N:4]2)=[CH:8][C:9]=1[NH2:14], predict the reactants needed to synthesize it. The reactants are: [CH3:1][C:2]1[CH:3]=[N:4][N:5]([C:7]2[CH:12]=[CH:11][C:10]([CH3:13])=[C:9]([N+:14]([O-])=O)[CH:8]=2)[CH:6]=1.[H][H]. (3) Given the product [CH2:14]([N:11]1[C:6]2=[N:7][C:8]([CH2:9][CH3:10])=[C:3]([CH2:2][NH:1][C:30]([N:32]3[CH2:36][CH2:35][CH2:34][CH2:33]3)=[O:31])[C:4]([NH:16][CH:17]3[CH2:18][CH2:19][O:20][CH2:21][CH2:22]3)=[C:5]2[CH:13]=[N:12]1)[CH3:15], predict the reactants needed to synthesize it. The reactants are: [NH2:1][CH2:2][C:3]1[C:8]([CH2:9][CH3:10])=[N:7][C:6]2[N:11]([CH2:14][CH3:15])[N:12]=[CH:13][C:5]=2[C:4]=1[NH:16][CH:17]1[CH2:22][CH2:21][O:20][CH2:19][CH2:18]1.[I-].C[N+]1C=CN([C:30]([N:32]2[CH2:36][CH2:35][CH2:34][CH2:33]2)=[O:31])C=1.CCN(C(C)C)C(C)C. (4) Given the product [C:11]([C:7]1[C:6]2[O:15][CH:2]([CH:16]([CH3:18])[CH3:17])[C:3](=[O:20])[NH:4][C:5]=2[CH:10]=[CH:9][CH:8]=1)([CH3:14])([CH3:13])[CH3:12], predict the reactants needed to synthesize it. The reactants are: Br[CH:2]([CH:16]([CH3:18])[CH3:17])[CH2:3][N-:4][C:5]1[CH:10]=[CH:9][CH:8]=[C:7]([C:11]([CH3:14])([CH3:13])[CH3:12])[C:6]=1[OH:15].C(=O)([O-])[O-:20].[K+].[K+].Cl.O.